From a dataset of Catalyst prediction with 721,799 reactions and 888 catalyst types from USPTO. Predict which catalyst facilitates the given reaction. (1) Reactant: [CH3:1][O:2][C:3](=[O:24])[C@@H:4]([NH:16]C(OC(C)(C)C)=O)[CH2:5][C:6]1[CH:15]=[CH:14][C:13]2[C:8](=[CH:9][CH:10]=[CH:11][CH:12]=2)[CH:7]=1.[ClH:25]. Product: [ClH:25].[CH3:1][O:2][C:3](=[O:24])[C@@H:4]([NH2:16])[CH2:5][C:6]1[CH:15]=[CH:14][C:13]2[C:8](=[CH:9][CH:10]=[CH:11][CH:12]=2)[CH:7]=1. The catalyst class is: 13. (2) Reactant: CS[C:3]1[N:8]=[C:7](/[CH:9]=[C:10]2/[C:11](=[O:16])[NH:12][C:13](=[O:15])[NH:14]/2)[CH:6]=[CH:5][N:4]=1.O[O:18][S:19]([O-:21])=O.[K+].[CH2:23]1COCC1. Product: [CH3:23][S:19]([C:3]1[N:8]=[C:7](/[CH:9]=[C:10]2/[C:11](=[O:16])[NH:12][C:13](=[O:15])[NH:14]/2)[CH:6]=[CH:5][N:4]=1)(=[O:21])=[O:18]. The catalyst class is: 6.